From a dataset of Catalyst prediction with 721,799 reactions and 888 catalyst types from USPTO. Predict which catalyst facilitates the given reaction. (1) Reactant: [C:1]([C:5]1[O:9][C:8]([CH3:10])=[C:7]([C:11]([O:13][CH3:14])=[O:12])[CH:6]=1)([CH3:4])([CH3:3])[CH3:2].[Br:15]N1C(=O)CCC1=O. Product: [C:1]([C:5]1[O:9][C:8]([CH2:10][Br:15])=[C:7]([C:11]([O:13][CH3:14])=[O:12])[CH:6]=1)([CH3:4])([CH3:2])[CH3:3]. The catalyst class is: 734. (2) The catalyst class is: 97. Reactant: [SH:1][CH2:2][C:3]1[CH:11]=[CH:10][C:6]([C:7]([OH:9])=[O:8])=[CH:5][CH:4]=1.[CH3:12][S:13]S(C)(=O)=O. Product: [CH3:12][S:13][S:1][CH2:2][C:3]1[CH:11]=[CH:10][C:6]([C:7]([OH:9])=[O:8])=[CH:5][CH:4]=1. (3) Reactant: C(OC([N:8]1[CH:16]2[CH:11]([CH:12]=[CH:13][C:14]([NH:17][C:18]([C:20]3[S:21][C:22]([C:25]4[CH:30]=[CH:29][C:28]([Cl:31])=[CH:27][CH:26]=4)=[CH:23][CH:24]=3)=[O:19])=[CH:15]2)[C:10]([N:32](C(OC(C)(C)C)=O)[CH2:33][CH2:34][N:35]2[CH2:40][CH2:39][CH2:38][CH2:37][CH2:36]2)=[N:9]1)=O)(C)(C)C.C(O)(C(F)(F)F)=O. Product: [N:35]1([CH2:34][CH2:33][NH:32][C:10]2[CH:11]3[CH:16]([CH:15]=[C:14]([NH:17][C:18]([C:20]4[S:21][C:22]([C:25]5[CH:26]=[CH:27][C:28]([Cl:31])=[CH:29][CH:30]=5)=[CH:23][CH:24]=4)=[O:19])[CH:13]=[CH:12]3)[NH:8][N:9]=2)[CH2:36][CH2:37][CH2:38][CH2:39][CH2:40]1. The catalyst class is: 4. (4) Reactant: [F:1][CH:2]([F:30])[C:3]1[C:11]2[C:6](=[CH:7][C:8]([F:12])=[CH:9][CH:10]=2)[N:5]([S:13]([C:16]2[CH:21]=[CH:20][C:19]([O:22][CH3:23])=[C:18]([N:24]3[CH2:29][CH2:28][NH:27][CH2:26][CH2:25]3)[CH:17]=2)(=[O:15])=[O:14])[CH:4]=1.[C:31]([BH3-])#N.[Na+].C=O. Product: [F:30][CH:2]([F:1])[C:3]1[C:11]2[C:6](=[CH:7][C:8]([F:12])=[CH:9][CH:10]=2)[N:5]([S:13]([C:16]2[CH:21]=[CH:20][C:19]([O:22][CH3:23])=[C:18]([N:24]3[CH2:29][CH2:28][N:27]([CH3:31])[CH2:26][CH2:25]3)[CH:17]=2)(=[O:15])=[O:14])[CH:4]=1. The catalyst class is: 5. (5) Reactant: [Cl:1][C:2]1[CH:3]=[C:4]([CH2:19][N:20]2[C:24]([CH3:25])=[CH:23][C:22]([NH:26]C(=O)OCC[Si](C)(C)C)=[N:21]2)[C:5]2[O:9][C:8]([C:10]3[CH:15]=[CH:14][C:13]([C:16]#[N:17])=[CH:12][CH:11]=3)=[CH:7][C:6]=2[CH:18]=1.[F-].C([N+](CCCC)(CCCC)CCCC)CCC. Product: [NH2:26][C:22]1[CH:23]=[C:24]([CH3:25])[N:20]([CH2:19][C:4]2[C:5]3[O:9][C:8]([C:10]4[CH:15]=[CH:14][C:13]([C:16]#[N:17])=[CH:12][CH:11]=4)=[CH:7][C:6]=3[CH:18]=[C:2]([Cl:1])[CH:3]=2)[N:21]=1. The catalyst class is: 7.